From a dataset of Forward reaction prediction with 1.9M reactions from USPTO patents (1976-2016). Predict the product of the given reaction. (1) Given the reactants Br[C:2]1[C:10]2[O:9][CH2:8][C@@H:7]([N:11]([C:26](=[O:31])[C:27]([F:30])([F:29])[F:28])[C:12]3[CH:25]=[CH:24][C:15]4[C@H:16]([CH2:19][C:20]([O:22][CH3:23])=[O:21])[CH2:17][O:18][C:14]=4[CH:13]=3)[C:6]=2[CH:5]=[CH:4][CH:3]=1.[NH2:32][C:33]1[CH:34]=[C:35]([CH:38]=[CH:39][CH:40]=1)[C:36]#[N:37].C1(P(C2C=CC=CC=2)C2C3OC4C(=CC=CC=4P(C4C=CC=CC=4)C4C=CC=CC=4)C(C)(C)C=3C=CC=2)C=CC=CC=1.C(=O)([O-])[O-].[Cs+].[Cs+], predict the reaction product. The product is: [C:36]([C:35]1[CH:34]=[C:33]([NH:32][C:2]2[C:10]3[O:9][CH2:8][C@@H:7]([N:11]([C:26](=[O:31])[C:27]([F:30])([F:29])[F:28])[C:12]4[CH:25]=[CH:24][C:15]5[C@H:16]([CH2:19][C:20]([O:22][CH3:23])=[O:21])[CH2:17][O:18][C:14]=5[CH:13]=4)[C:6]=3[CH:5]=[CH:4][CH:3]=2)[CH:40]=[CH:39][CH:38]=1)#[N:37]. (2) Given the reactants [CH2:1]([C:8]1[N:9]=[N:10][C:11]([Cl:16])=[C:12]([CH3:15])[C:13]=1[CH3:14])[C:2]1[CH:7]=[CH:6][CH:5]=[CH:4][CH:3]=1.CC1(Cl)C(C)=CN(Cl)N=C1.[Br-].[F:28]C1C=CC(C[Zn+])=CC=1, predict the reaction product. The product is: [Cl:16][C:11]1[N:10]=[N:9][C:8]([CH2:1][C:2]2[CH:3]=[CH:4][C:5]([F:28])=[CH:6][CH:7]=2)=[C:13]([CH3:14])[C:12]=1[CH3:15]. (3) Given the reactants [F:1]/[C:2](/[C:15]1[CH:19]=[C:18]([CH3:20])[N:17]([CH2:21][C:22]2[CH:23]=[C:24]([CH:28]=[CH:29][CH:30]=2)[C:25]([OH:27])=O)[N:16]=1)=[CH:3]\[C:4]1[CH:9]=[CH:8][C:7]([S:10][C:11]([F:14])([F:13])[F:12])=[CH:6][CH:5]=1.Cl.Cl.[CH:33]1([N:36]2[CH2:41][CH2:40][NH:39][CH2:38][CH2:37]2)[CH2:35][CH2:34]1, predict the reaction product. The product is: [CH:33]1([N:36]2[CH2:41][CH2:40][N:39]([C:25]([C:24]3[CH:28]=[CH:29][CH:30]=[C:22]([CH2:21][N:17]4[C:18]([CH3:20])=[CH:19][C:15](/[C:2](/[F:1])=[CH:3]/[C:4]5[CH:5]=[CH:6][C:7]([S:10][C:11]([F:14])([F:13])[F:12])=[CH:8][CH:9]=5)=[N:16]4)[CH:23]=3)=[O:27])[CH2:38][CH2:37]2)[CH2:35][CH2:34]1. (4) Given the reactants Br[C:2]1[CH:15]=[CH:14][CH:13]=[CH:12][C:3]=1[O:4][C:5]1[N:10]=[CH:9][N:8]=[C:7]([NH2:11])[CH:6]=1.[F:16][C:17]1[CH:22]=[C:21](B2OC(C)(C)C(C)(C)O2)[CH:20]=[CH:19][C:18]=1[C:32]1[CH:33]=[N:34][C:35]([NH2:38])=[N:36][CH:37]=1, predict the reaction product. The product is: [NH2:11][C:7]1[N:8]=[CH:9][N:10]=[C:5]([O:4][C:3]2[CH:12]=[CH:13][CH:14]=[CH:15][C:2]=2[C:21]2[CH:20]=[CH:19][C:18]([C:32]3[CH:37]=[N:36][C:35]([NH2:38])=[N:34][CH:33]=3)=[C:17]([F:16])[CH:22]=2)[CH:6]=1. (5) Given the reactants [Br:1][C:2]1[C:3]([N:18]2[CH2:22][CH2:21][C@@H:20]([NH:23]C(=O)OC(C)(C)C)[CH2:19]2)=[C:4]2[C:10]([NH:11][C:12](=[O:17])[C@@H:13]([O:15][CH3:16])[CH3:14])=[CH:9][NH:8][C:5]2=[N:6][CH:7]=1.C(O)(C(F)(F)F)=O.C(Cl)[Cl:39], predict the reaction product. The product is: [ClH:39].[NH2:23][C@@H:20]1[CH2:21][CH2:22][N:18]([C:3]2[C:2]([Br:1])=[CH:7][N:6]=[C:5]3[NH:8][CH:9]=[C:10]([NH:11][C:12](=[O:17])[C@@H:13]([O:15][CH3:16])[CH3:14])[C:4]=23)[CH2:19]1. (6) Given the reactants [Cl:1][C:2]1[C:10]([C:11]#[N:12])=[CH:9][CH:8]=[C:7]2[C:3]=1[CH:4]=[C:5]([CH3:13])[NH:6]2.Br[CH2:15][CH2:16][O:17][C:18]1[CH:23]=[CH:22][C:21]([NH:24][C:25](=[O:27])[CH3:26])=[CH:20][CH:19]=1, predict the reaction product. The product is: [Cl:1][C:2]1[C:10]([C:11]#[N:12])=[CH:9][CH:8]=[C:7]2[C:3]=1[CH:4]=[C:5]([CH3:13])[N:6]2[CH2:15][CH2:16][O:17][C:18]1[CH:23]=[CH:22][C:21]([NH:24][C:25](=[O:27])[CH3:26])=[CH:20][CH:19]=1. (7) Given the reactants [OH-].[Na+].[Cl:3][C:4]1[CH:5]=[C:6]([C:14]2[O:18][N:17]=[C:16]([C:19]3[CH:20]=[C:21]4[C:25](=[CH:26][CH:27]=3)[N:24]([CH3:28])[C:23]([CH2:29][CH2:30][C:31]([O:33]C)=[O:32])=[CH:22]4)[N:15]=2)[CH:7]=[N:8][C:9]=1[O:10][CH:11]([CH3:13])[CH3:12].Cl, predict the reaction product. The product is: [Cl:3][C:4]1[CH:5]=[C:6]([C:14]2[O:18][N:17]=[C:16]([C:19]3[CH:20]=[C:21]4[C:25](=[CH:26][CH:27]=3)[N:24]([CH3:28])[C:23]([CH2:29][CH2:30][C:31]([OH:33])=[O:32])=[CH:22]4)[N:15]=2)[CH:7]=[N:8][C:9]=1[O:10][CH:11]([CH3:12])[CH3:13]. (8) Given the reactants [CH3:1][C:2]([C:4]1[CH:9]=[CH:8][C:7](I)=[CH:6][CH:5]=1)=[O:3].[CH:11]([Sn](CCCC)(CCCC)CCCC)=[CH2:12].CCOC(C)=O, predict the reaction product. The product is: [CH:11]([C:7]1[CH:8]=[CH:9][C:4]([C:2](=[O:3])[CH3:1])=[CH:5][CH:6]=1)=[CH2:12]. (9) Given the reactants [N:1]([CH2:4][C:5]1[CH:6]=[C:7]([CH:12]=[C:13]([O:15][CH3:16])[CH:14]=1)[C:8]([O:10][CH3:11])=[O:9])=[N+]=[N-].C1C=CC(P(C2C=CC=CC=2)C2C=CC=CC=2)=CC=1.O, predict the reaction product. The product is: [NH2:1][CH2:4][C:5]1[CH:6]=[C:7]([CH:12]=[C:13]([O:15][CH3:16])[CH:14]=1)[C:8]([O:10][CH3:11])=[O:9].